This data is from Forward reaction prediction with 1.9M reactions from USPTO patents (1976-2016). The task is: Predict the product of the given reaction. (1) Given the reactants Cl[C:2]1[C:11]2[C:6](=[CH:7][CH:8]=[C:9]([C:12]3[CH:13]=[N:14][C:15]4[C:20]([CH:21]=3)=[CH:19][CH:18]=[CH:17][CH:16]=4)[N:10]=2)[N:5]=[CH:4][C:3]=1[C:22]([O:24][CH2:25]C)=[O:23].[NH2:27][CH:28]1[CH2:33][CH2:32][N:31]([C:34]([O:36][CH2:37][C:38]2[CH:43]=[CH:42][CH:41]=[CH:40][CH:39]=2)=[O:35])[CH2:30][CH2:29]1.C(=O)([O-])[O-].[K+].[K+], predict the reaction product. The product is: [CH2:37]([O:36][C:34]([N:31]1[CH2:30][CH2:29][CH:28]([NH:27][C:2]2[C:11]3[C:6](=[CH:7][CH:8]=[C:9]([C:12]4[CH:13]=[N:14][C:15]5[C:20]([CH:21]=4)=[CH:19][CH:18]=[CH:17][CH:16]=5)[N:10]=3)[N:5]=[CH:4][C:3]=2[C:22]([O:24][CH3:25])=[O:23])[CH2:33][CH2:32]1)=[O:35])[C:38]1[CH:43]=[CH:42][CH:41]=[CH:40][CH:39]=1. (2) Given the reactants [CH:1]1([CH:4]=O)[CH2:3][CH2:2]1.[CH2:6]([O:13][NH2:14])[C:7]1[CH:12]=[CH:11][CH:10]=[CH:9][CH:8]=1.C([O-])(=O)C.[Na+], predict the reaction product. The product is: [CH2:6]([O:13][N:14]=[CH:4][CH:1]1[CH2:2][CH2:3]1)[C:7]1[CH:12]=[CH:11][CH:10]=[CH:9][CH:8]=1. (3) Given the reactants [Li+].CC([N-]C(C)C)C.[F:9][C:10]1[CH:15]=[CH:14][CH:13]=[CH:12][N:11]=1.[CH:16](=[O:19])[CH2:17][CH3:18].[Cl-].[NH4+], predict the reaction product. The product is: [F:9][C:10]1[C:15]([CH:16]([OH:19])[CH2:17][CH3:18])=[CH:14][CH:13]=[CH:12][N:11]=1. (4) Given the reactants [OH:1][C:2]1[CH:15]=[C:14]([O:16][CH3:17])[CH:13]=[CH:12][C:3]=1[C:4]([C:6]1[CH:11]=[CH:10][CH:9]=[CH:8][CH:7]=1)=[O:5].Br[CH2:19][CH2:20][CH2:21][C:22]([O:24]CC)=[O:23].CN(C=O)C.C(=O)([O-])[O-].[K+].[K+], predict the reaction product. The product is: [C:4]([C:3]1[CH:12]=[CH:13][C:14]([O:16][CH3:17])=[CH:15][C:2]=1[O:1][CH2:19][CH2:20][CH2:21][C:22]([OH:24])=[O:23])(=[O:5])[C:6]1[CH:11]=[CH:10][CH:9]=[CH:8][CH:7]=1. (5) The product is: [Cl:1][CH2:2][C:3]([N:22]1[C:23]2[CH:29]=[CH:28][CH:27]=[CH:26][C:24]=2[C:25]2=[C:12]([CH:6]3[CH2:11][CH2:10][CH2:9][CH2:8][CH2:7]3)[C:13]3[CH:14]=[CH:15][C:16]([C:34]([O:36][CH3:37])=[O:35])=[CH:17][C:18]=3[N:19]2[CH2:20][CH:21]1[C:30]([O:32][CH3:33])=[O:31])=[O:4]. Given the reactants [Cl:1][CH2:2][C:3](Cl)=[O:4].[CH:6]1([C:12]2[C:13]3[CH:14]=[CH:15][C:16]([C:34]([O:36][CH3:37])=[O:35])=[CH:17][C:18]=3[N:19]3[C:25]=2[C:24]2[CH:26]=[CH:27][CH:28]=[CH:29][C:23]=2[NH:22][CH:21]([C:30]([O:32][CH3:33])=[O:31])[CH2:20]3)[CH2:11][CH2:10][CH2:9][CH2:8][CH2:7]1, predict the reaction product.